From a dataset of Catalyst prediction with 721,799 reactions and 888 catalyst types from USPTO. Predict which catalyst facilitates the given reaction. Reactant: [CH2:1]([O:3][C:4]([C:6]1[CH2:11][C@@H:10]([OH:12])[C@H:9]([OH:13])[C@H:8]([OH:14])[CH:7]=1)=[O:5])[CH3:2].[CH3:15][S:16](Cl)(=[O:18])=[O:17].CCN(CC)CC. Product: [CH2:1]([O:3][C:4]([C:6]1[CH2:11][C@@H:10]([O:12][S:16]([CH3:15])(=[O:18])=[O:17])[C@H:9]([O:13][S:16]([CH3:15])(=[O:18])=[O:17])[C@H:8]([O:14][S:16]([CH3:15])(=[O:18])=[O:17])[CH:7]=1)=[O:5])[CH3:2]. The catalyst class is: 25.